Dataset: Catalyst prediction with 721,799 reactions and 888 catalyst types from USPTO. Task: Predict which catalyst facilitates the given reaction. (1) The catalyst class is: 46. Product: [CH2:1]([N:4]1[CH:36]=[CH:37][N:38]=[C:5]1[C:7]1[S:11][C:10]([Br:12])=[N:9][C:8]=1[C:13]1[CH:18]=[CH:17][C:16]([Cl:19])=[CH:15][C:14]=1[Cl:20])[CH:2]=[CH2:3]. Reactant: [CH2:1]([NH:4][C:5]([C:7]1[S:11][C:10]([Br:12])=[N:9][C:8]=1[C:13]1[CH:18]=[CH:17][C:16]([Cl:19])=[CH:15][C:14]=1[Cl:20])=O)[CH:2]=[CH2:3].P(Cl)(Cl)(Cl)(Cl)Cl.Cl.O1CCOCC1.CO[CH:36](OC)[CH2:37][NH2:38]. (2) Reactant: O=[C:2]([CH2:9][C:10]([O:12][CH2:13][CH3:14])=[O:11])[CH2:3][C:4]([O:6][CH2:7][CH3:8])=[O:5].C(=O)(O)[O-].[Na+].COC1C=CC(P2(SP(C3C=CC(OC)=CC=3)(=S)S2)=[S:29])=CC=1. Product: [S:29]=[C:2]([CH2:9][C:10]([O:12][CH2:13][CH3:14])=[O:11])[CH2:3][C:4]([O:6][CH2:7][CH3:8])=[O:5]. The catalyst class is: 11.